This data is from Catalyst prediction with 721,799 reactions and 888 catalyst types from USPTO. The task is: Predict which catalyst facilitates the given reaction. Reactant: Br[C:2]1[CH:7]=[C:6]([C:8]([F:11])([F:10])[F:9])[CH:5]=[CH:4][C:3]=1[N:12]1[CH2:17][CH2:16][O:15][C:14]2[CH:18]=[C:19]([S:22]([NH:25][C:26]3[S:30][CH:29]=[N:28][CH:27]=3)(=[O:24])=[O:23])[CH:20]=[CH:21][C:13]1=2.CC1(C)C(C)(C)OB([C:39]2[CH2:44][CH2:43][N:42](C(OC(C)(C)C)=O)[CH2:41][CH:40]=2)O1.P([O-])([O-])([O-])=O.[K+].[K+].[K+].[C:61]([OH:67])([C:63]([F:66])([F:65])[F:64])=[O:62]. Product: [F:64][C:63]([F:66])([F:65])[C:61]([OH:67])=[O:62].[NH:42]1[CH2:41][CH:40]=[C:39]([C:2]2[CH:7]=[C:6]([C:8]([F:11])([F:10])[F:9])[CH:5]=[CH:4][C:3]=2[N:12]2[CH2:17][CH2:16][O:15][C:14]3[CH:18]=[C:19]([S:22]([NH:25][C:26]4[S:30][CH:29]=[N:28][CH:27]=4)(=[O:24])=[O:23])[CH:20]=[CH:21][C:13]2=3)[CH2:44][CH2:43]1. The catalyst class is: 127.